Dataset: Reaction yield outcomes from USPTO patents with 853,638 reactions. Task: Predict the reaction yield, written as a fraction of the theoretical maximum amount of product (1.0 means a 100% yield; for example, 0.34 means a 34% yield). (1) The reactants are [Cl:1][C:2]1[CH:7]=[C:6]([F:8])[CH:5]=[CH:4][C:3]=1[F:9].C([N-]C(C)C)(C)C.[Li+].CN(C)[CH:20]=[O:21].C(O)(=O)C. The catalyst is O1CCCC1.O. The product is [Cl:1][C:2]1[C:3]([F:9])=[CH:4][CH:5]=[C:6]([F:8])[C:7]=1[CH:20]=[O:21]. The yield is 0.710. (2) The reactants are [CH3:1][CH:2]([CH2:4][CH:5]([NH:31][C:32]([CH2:34][NH:35][C:36]([CH:38]([NH:47][C:48]([CH:50]([NH:53][C:54]([CH:56]([NH:67][C:68]([CH:70]([NH:77][C:78]([CH:80]1[NH:85][C:83](=[O:84])[CH2:82][CH2:81]1)=[O:79])[CH2:71][C:72]1[NH:76][CH:75]=[N:74][CH:73]=1)=[O:69])[CH2:57][C:58]1[C:66]2[C:61](=[CH:62][CH:63]=[CH:64][CH:65]=2)[NH:60][CH:59]=1)=[O:55])[CH2:51][OH:52])=[O:49])[CH2:39][C:40]1[CH:45]=[CH:44][C:43]([OH:46])=[CH:42][CH:41]=1)=[O:37])=[O:33])[C:6]([NH:8][CH:9]([C:17]([N:19]1[CH:23]([C:24]([NH:26][CH2:27][C:28]([NH2:30])=[O:29])=[O:25])[CH2:22][CH2:21][CH2:20]1)=[O:18])[CH2:10][CH2:11][CH2:12][N:13]=[C:14]([NH2:16])[NH2:15])=[O:7])[CH3:3].[CH2:86]([OH:119])[CH2:87][O:88][CH2:89][CH2:90][O:91][CH2:92][CH2:93][O:94][CH2:95][CH2:96][O:97][CH2:98][CH2:99][O:100][CH2:101][CH2:102][O:103][CH2:104][CH2:105][O:106][CH2:107][CH2:108][O:109][CH2:110][CH2:111][O:112][CH2:113][CH2:114][O:115][CH2:116][CH2:117][OH:118]. The catalyst is C(#N)C.O. The product is [CH3:3][CH:2]([CH2:4][CH:5]([NH:31][C:32]([CH2:34][NH:35][C:36]([CH:38]([NH:47][C:48]([CH:50]([NH:53][C:54]([CH:56]([NH:67][C:68]([CH:70]([NH:77][C:78]([CH:80]1[NH:85][C:83](=[O:84])[CH2:82][CH2:81]1)=[O:79])[CH2:71][C:72]1[NH:76][CH:75]=[N:74][CH:73]=1)=[O:69])[CH2:57][C:58]1[C:66]2[C:61](=[CH:62][CH:63]=[CH:64][CH:65]=2)[NH:60][CH:59]=1)=[O:55])[CH2:51][OH:52])=[O:49])[CH2:39][C:40]1[CH:41]=[CH:42][C:43]([OH:46])=[CH:44][CH:45]=1)=[O:37])=[O:33])[C:6]([NH:8][CH:9]([C:17]([N:19]1[CH:23]([C:24]([NH:26][CH2:27][C:28]([NH2:30])=[O:29])=[O:25])[CH2:22][CH2:21][CH2:20]1)=[O:18])[CH2:10][CH2:11][CH2:12][N:13]=[C:14]([NH2:16])[NH2:15])=[O:7])[CH3:1].[CH2:117]([OH:118])[CH2:116][O:115][CH2:114][CH2:113][O:112][CH2:111][CH2:110][O:109][CH2:108][CH2:107][O:106][CH2:105][CH2:104][O:103][CH2:102][CH2:101][O:100][CH2:99][CH2:98][O:97][CH2:96][CH2:95][O:94][CH2:93][CH2:92][O:91][CH2:90][CH2:89][O:88][CH2:87][CH2:86][OH:119]. The yield is 0.600. (3) The product is [Cl:7][C:8]1[CH:9]=[C:10]2[C:14](=[CH:15][CH:16]=1)[N:13]([S:17]([C:20]1[CH:25]=[CH:24][CH:23]=[CH:22][CH:21]=1)(=[O:19])=[O:18])[C:12]([CH2:26][OH:27])=[CH:11]2. The yield is 0.910. The reactants are [H-].[Al+3].[Li+].[H-].[H-].[H-].[Cl:7][C:8]1[CH:9]=[C:10]2[C:14](=[CH:15][CH:16]=1)[N:13]([S:17]([C:20]1[CH:25]=[CH:24][CH:23]=[CH:22][CH:21]=1)(=[O:19])=[O:18])[C:12]([C:26](OC)=[O:27])=[CH:11]2. The catalyst is O1CCCC1. (4) The reactants are [CH:1]1([N:7]=[C:8]=[O:9])[CH2:6][CH2:5][CH2:4][CH2:3][CH2:2]1.[NH:10]1[CH2:15][CH2:14][CH2:13][CH2:12][CH2:11]1. The catalyst is CCCCCC. The product is [CH:1]1([NH:7][C:8]([N:10]2[CH2:15][CH2:14][CH2:13][CH2:12][CH2:11]2)=[O:9])[CH2:6][CH2:5][CH2:4][CH2:3][CH2:2]1. The yield is 0.983. (5) The reactants are [Cl:1][C:2]1[CH:7]=[CH:6][C:5]([O:8][C:9]2[C:14]([F:15])=[CH:13][C:12]([CH2:16][CH2:17][O:18][C:19]3[NH:20][CH:21]=[C:22]([CH2:26][CH3:27])[C:23](=[O:25])[N:24]=3)=[CH:11][C:10]=2[F:28])=[CH:4][C:3]=1[C:29]([F:32])([F:31])[F:30].[CH3:33]CN(C(C)C)C(C)C.CI. The catalyst is C(Cl)Cl. The product is [Cl:1][C:2]1[CH:7]=[CH:6][C:5]([O:8][C:9]2[C:14]([F:15])=[CH:13][C:12]([CH2:16][CH2:17][O:18][C:19]3[N:20]([CH3:33])[CH:21]=[C:22]([CH2:26][CH3:27])[C:23](=[O:25])[N:24]=3)=[CH:11][C:10]=2[F:28])=[CH:4][C:3]=1[C:29]([F:31])([F:32])[F:30]. The yield is 0.144. (6) The product is [F:18][C:17]1[CH:16]=[CH:15][C:11]([C:12](=[O:13])[C:22]2[CH:23]=[CH:24][C:19]([O:25][CH3:26])=[CH:20][CH:21]=2)=[CH:10][C:9]=1[S:6]([Cl:5])(=[O:8])=[O:7]. The reactants are [Cl-].[Al+3].[Cl-].[Cl-].[Cl:5][S:6]([C:9]1[CH:10]=[C:11]([CH:15]=[CH:16][C:17]=1[F:18])[C:12](Cl)=[O:13])(=[O:8])=[O:7].[C:19]1([O:25][CH3:26])[CH:24]=[CH:23][CH:22]=[CH:21][CH:20]=1. The yield is 0.540. The catalyst is C(Cl)Cl. (7) The reactants are [CH3:1][N:2]1[C:7](=[O:8])[C:6]([N+:9]([O-:11])=[O:10])=[C:5]([CH3:12])[N:4]([CH2:13][CH2:14][CH3:15])[C:3]1=[O:16].[CH2:17]([O:19][C:20]1[CH:27]=[CH:26][CH:25]=[CH:24][C:21]=1[CH:22]=O)[CH3:18].N1CCCCC1. The catalyst is C(O)C. The product is [CH2:17]([O:19][C:20]1[CH:27]=[CH:26][CH:25]=[CH:24][C:21]=1/[CH:22]=[CH:12]/[C:5]1[N:4]([CH2:13][CH2:14][CH3:15])[C:3](=[O:16])[N:2]([CH3:1])[C:7](=[O:8])[C:6]=1[N+:9]([O-:11])=[O:10])[CH3:18]. The yield is 0.750. (8) The reactants are [F:1][C:2]1[CH:7]=[C:6]([F:8])[CH:5]=[CH:4][C:3]=1[N:9]1[C:13]([C:14]2[S:23][C:22]3[C:21]4[N:24]=[C:25]([C:28]5[CH:29]=[N:30][C:31](F)=[CH:32][CH:33]=5)[CH:26]=[CH:27][C:20]=4[O:19][CH2:18][CH2:17][C:16]=3[CH:15]=2)=[N:12][CH:11]=[N:10]1.[CH3:35][CH2:36][N:37]([CH:41](C)C)[CH:38](C)C.C[N:45]1C(=O)CCC1. No catalyst specified. The product is [F:1][C:2]1[CH:7]=[C:6]([F:8])[CH:5]=[CH:4][C:3]=1[N:9]1[C:13]([C:14]2[S:23][C:22]3[C:21]4[N:24]=[C:25]([C:28]5[CH:33]=[CH:32][C:31]([NH:45][CH2:35][CH2:36][N:37]([CH3:41])[CH3:38])=[N:30][CH:29]=5)[CH:26]=[CH:27][C:20]=4[O:19][CH2:18][CH2:17][C:16]=3[CH:15]=2)=[N:12][CH:11]=[N:10]1. The yield is 0.130. (9) The yield is 0.352. The catalyst is C1COCC1. The product is [OH:4][CH:2]=[C:18]([CH2:17][C:9]1[N:8]([CH3:7])[C:16]2[C:11]([CH:10]=1)=[CH:12][CH:13]=[CH:14][CH:15]=2)[C:19]([O:21][CH3:22])=[O:20]. The reactants are C[C:2](C)([O-:4])C.[K+].[CH3:7][N:8]1[C:16]2[C:11](=[CH:12][CH:13]=[CH:14][CH:15]=2)[CH:10]=[C:9]1[CH2:17][CH2:18][C:19]([O:21][CH3:22])=[O:20].C(OC)=O. (10) The product is [C:4]([C@@H:6]1[CH2:10][CH2:9][C@H:8]([NH:11][C:12](=[O:18])[O:13][C:14]([CH3:17])([CH3:16])[CH3:15])[CH2:7]1)(=[O:3])[NH2:1]. The reactants are [NH3:1].C[O:3][C:4]([C@@H:6]1[CH2:10][CH2:9][C@H:8]([NH:11][C:12](=[O:18])[O:13][C:14]([CH3:17])([CH3:16])[CH3:15])[CH2:7]1)=O. The catalyst is CO. The yield is 0.855.